From a dataset of Full USPTO retrosynthesis dataset with 1.9M reactions from patents (1976-2016). Predict the reactants needed to synthesize the given product. (1) Given the product [F:1][C:2]([F:21])([F:20])[CH2:3][CH2:4][NH:5][C:6](=[O:19])[C:7]1[CH:12]=[C:11]([N+:13]([O-:15])=[O:14])[C:10]([NH:16][CH3:17])=[CH:9][C:8]=1[N:27]1[CH2:28][CH2:29][CH:24]([C:23]([F:31])([F:30])[F:22])[CH2:25][CH2:26]1, predict the reactants needed to synthesize it. The reactants are: [F:1][C:2]([F:21])([F:20])[CH2:3][CH2:4][NH:5][C:6](=[O:19])[C:7]1[CH:12]=[C:11]([N+:13]([O-:15])=[O:14])[C:10]([NH:16][CH3:17])=[CH:9][C:8]=1Cl.[F:22][C:23]([F:31])([F:30])[CH:24]1[CH2:29][CH2:28][NH:27][CH2:26][CH2:25]1.Cl.CCN(C(C)C)C(C)C. (2) Given the product [CH:1]1([S:4][C:5]2[C:10]([C:32]3[CH:31]=[C:30]([F:43])[C:21]([O:22][CH2:23][C:24]4([CH2:27][C:28]#[N:29])[CH2:25][CH2:26]4)=[C:20]([F:19])[CH:33]=3)=[CH:9][CH:8]=[CH:7][N:6]=2)[CH2:2][CH2:44][CH2:3]1, predict the reactants needed to synthesize it. The reactants are: [CH:1]([S:4][C:5]1[C:10](C2C=CC(OC)=CC=2)=[CH:9][CH:8]=[CH:7][N:6]=1)([CH3:3])[CH3:2].[F:19][C:20]1[CH:33]=[C:32](B2OC(C)(C)C(C)(C)O2)[CH:31]=[C:30]([F:43])[C:21]=1[O:22][CH2:23][C:24]1([CH2:27][C:28]#[N:29])[CH2:26][CH2:25]1.[C:44]([O-])([O-])=O.[Na+].[Na+].N#N.